Task: Regression. Given a peptide amino acid sequence and an MHC pseudo amino acid sequence, predict their binding affinity value. This is MHC class I binding data.. Dataset: Peptide-MHC class I binding affinity with 185,985 pairs from IEDB/IMGT The peptide sequence is RDRFKRTSF. The MHC is HLA-A68:02 with pseudo-sequence HLA-A68:02. The binding affinity (normalized) is 0.0847.